From a dataset of Reaction yield outcomes from USPTO patents with 853,638 reactions. Predict the reaction yield, written as a fraction of the theoretical maximum amount of product (1.0 means a 100% yield; for example, 0.34 means a 34% yield). (1) The yield is 0.770. The reactants are [N:1]1[C:10]2[C:5](=[CH:6][C:7]([CH:11]([CH3:16])[C:12]([O:14]C)=[O:13])=[CH:8][CH:9]=2)[CH:4]=[CH:3][CH:2]=1.CO.[OH-].[Na+].Cl. The product is [N:1]1[C:10]2[C:5](=[CH:6][C:7]([CH:11]([CH3:16])[C:12]([OH:14])=[O:13])=[CH:8][CH:9]=2)[CH:4]=[CH:3][CH:2]=1. No catalyst specified. (2) The reactants are [CH3:1][O:2][C:3]([NH:5][C@H:6]([C:11]([N:13]1[CH2:17][C@@H:16]([CH3:18])[CH2:15][C@H:14]1[C:19]1[NH:20][C:21]([C:24]2[CH:29]=[C:28]3[CH2:30][O:31][C:32]4[CH:59]=[C:58]5[C:35]([CH:36]=[CH:37][C:38]6[N:42]=[C:41]([C@@H:43]7[CH2:47][C@H:46]([CH2:48][O:49][CH3:50])[CH2:45][N:44]7[C:51](OC(C)(C)C)=[O:52])[NH:40][C:39]=65)=[CH:34][C:33]=4[C:27]3=[CH:26][CH:25]=2)=[CH:22][N:23]=1)=[O:12])[C@@H:7]([CH2:9][CH3:10])[CH3:8])=[O:4].[CH3:60][O:61][C:62]([NH:64][C@@H:65]([CH:69]([CH3:71])[CH3:70])C(O)=O)=[O:63].CN(C(ON1N=NC2C=CC=NC1=2)=[N+](C)C)C.F[P-](F)(F)(F)(F)F.CN1CCOCC1. The catalyst is Cl.CCO.CN(C=O)C. The product is [CH3:1][O:2][C:3]([NH:5][C@@H:6]([C@H:7]([CH3:8])[CH2:9][CH3:10])[C:11]([N:13]1[CH2:17][C@@H:16]([CH3:18])[CH2:15][C@H:14]1[C:19]1[NH:20][C:21]([C:24]2[CH:29]=[C:28]3[CH2:30][O:31][C:34]4[CH:35]=[C:58]5[C:59]([CH:36]=[CH:37][C:38]6[N:42]=[C:41]([C@@H:43]7[CH2:47][C@H:46]([CH2:48][O:49][CH3:50])[CH2:45][N:44]7[C:51](=[O:52])[C@@H:65]([NH:64][C:62](=[O:63])[O:61][CH3:60])[CH:69]([CH3:71])[CH3:70])[NH:40][C:39]=65)=[CH:32][C:33]=4[C:27]3=[CH:26][CH:25]=2)=[CH:22][N:23]=1)=[O:12])=[O:4]. The yield is 0.710. (3) The reactants are [F:1][C:2]1[CH:3]=[C:4]([C:10]2[C:15]([C:16]3[CH:21]=[CH:20][C:19]([O:22][CH3:23])=[CH:18][CH:17]=3)=[N:14][NH:13][C:12](=[O:24])[CH:11]=2)[CH:5]=[CH:6][C:7]=1[O:8][CH3:9].Cl[CH2:26][CH:27]1[CH2:29][CH2:28]1. No catalyst specified. The product is [CH:27]1([CH2:26][N:13]2[C:12](=[O:24])[CH:11]=[C:10]([C:4]3[CH:5]=[CH:6][C:7]([O:8][CH3:9])=[C:2]([F:1])[CH:3]=3)[C:15]([C:16]3[CH:17]=[CH:18][C:19]([O:22][CH3:23])=[CH:20][CH:21]=3)=[N:14]2)[CH2:29][CH2:28]1. The yield is 0.938. (4) The reactants are N[C:2]1[CH:7]=CN=C[CH:3]=1.[CH2:8]([C@H:10]1[O:12][CH2:11]1)[Cl:9].[C]=[O:14].[CH:15]([OH:18])(C)C. No catalyst specified. The product is [CH:2]([O:14][C:15](=[O:18])[CH2:11][C@H:10]([OH:12])[CH2:8][Cl:9])([CH3:7])[CH3:3]. The yield is 0.800. (5) The reactants are [Cl:1][C:2]1[CH:10]=[C:6]([C:7]([OH:9])=O)[C:5]([OH:11])=[CH:4][CH:3]=1.[NH2:12][C:13]1[S:14][CH:15]=[C:16]([C:18]2[CH:23]=[C:22]([F:24])[CH:21]=[CH:20][C:19]=2[F:25])[N:17]=1. No catalyst specified. The product is [Cl:1][C:2]1[CH:3]=[CH:4][C:5]([OH:11])=[C:6]([CH:10]=1)[C:7]([NH:12][C:13]1[S:14][CH:15]=[C:16]([C:18]2[CH:23]=[C:22]([F:24])[CH:21]=[CH:20][C:19]=2[F:25])[N:17]=1)=[O:9]. The yield is 0.365. (6) The reactants are [Cl:1][C:2]1[CH:3]=[CH:4][C:5](C(O)=O)=[N:6][CH:7]=1.C(Cl)(=O)[C:12](Cl)=[O:13].[CH3:17][OH:18].[Cl:19]CCl. The catalyst is CN(C)C=O. The product is [Cl:19][C:4]1[C:5]([C:17]([O:13][CH3:12])=[O:18])=[N:6][CH:7]=[C:2]([Cl:1])[CH:3]=1. The yield is 1.00.